This data is from Forward reaction prediction with 1.9M reactions from USPTO patents (1976-2016). The task is: Predict the product of the given reaction. (1) Given the reactants [CH3:1][O:2][C:3]([N:5]1[C@@H:13]2[C@@H:8]([C@@:9]([OH:23])([C:14]#[C:15][C:16]3[CH:17]=[C:18]([CH3:22])[CH:19]=[CH:20][CH:21]=3)[CH2:10][CH2:11][CH2:12]2)[CH2:7][CH2:6]1)=[O:4].[C:24](O)(=[O:35])[CH2:25][CH2:26][CH2:27][CH2:28][CH2:29][CH2:30][CH2:31][CH2:32][CH2:33][CH3:34], predict the reaction product. The product is: [CH3:1][O:2][C:3]([N:5]1[C@H:13]2[C@H:8]([C@@:9]([C:14]#[C:15][C:16]3[CH:17]=[C:18]([CH3:22])[CH:19]=[CH:20][CH:21]=3)([O:23][C:24](=[O:35])[CH2:25][CH2:26][CH2:27][CH2:28][CH2:29][CH2:30][CH2:31][CH2:32][CH2:33][CH3:34])[CH2:10][CH2:11][CH2:12]2)[CH2:7][CH2:6]1)=[O:4]. (2) Given the reactants [O:1]1[CH2:5][CH2:4][CH2:3][C@@H:2]1[CH2:6]O.[NH:8]([C:17]([O:19][C:20]([CH3:23])([CH3:22])[CH3:21])=[O:18])[NH:9][C:10]([O:12][C:13]([CH3:16])([CH3:15])[CH3:14])=[O:11].C1(P(C2C=CC=CC=2)C2C=CC=CC=2)C=CC=CC=1.N(/C(OC(C)(C)C)=O)=N\C(OC(C)(C)C)=O, predict the reaction product. The product is: [O:1]1[CH2:5][CH2:4][CH2:3][C@@H:2]1[CH2:6][N:8]([C:17]([O:19][C:20]([CH3:23])([CH3:22])[CH3:21])=[O:18])[NH:9][C:10]([O:12][C:13]([CH3:14])([CH3:15])[CH3:16])=[O:11].